Dataset: Forward reaction prediction with 1.9M reactions from USPTO patents (1976-2016). Task: Predict the product of the given reaction. (1) Given the reactants [In].[Cl-].[In+3].[Cl-].[Cl-].[Cl-].[Li+].C(N(C)C)CCC.[C:15]([O:18][CH2:19][CH:20]([CH2:28][CH:29]=[CH:30][CH2:31]OC(=O)C)[C:21]1[CH:26]=[CH:25][CH:24]=[CH:23][C:22]=1I)(=O)[CH3:16].CN(C=[O:40])C, predict the reaction product. The product is: [CH:30]([CH:29]1[C:22]2[C:21](=[CH:26][CH:25]=[CH:24][CH:23]=2)[CH:20]([C:19]([O:18][CH2:15][CH3:16])=[O:40])[CH2:28]1)=[CH2:31]. (2) Given the reactants [C:1]([O:5][C:6]([N:8]1[CH2:13][CH2:12][C:11]([O:19][CH2:20][O:21][CH2:22][C:23]2[CH:28]=[CH:27][CH:26]=[CH:25][CH:24]=2)([CH2:14][CH:15]([CH3:18])[CH2:16][OH:17])[CH2:10][CH2:9]1)=[O:7])([CH3:4])([CH3:3])[CH3:2].CC(OI1(OC(C)=O)(OC(C)=O)OC(=O)C2C=CC=CC1=2)=O, predict the reaction product. The product is: [C:1]([O:5][C:6]([N:8]1[CH2:9][CH2:10][C:11]([O:19][CH2:20][O:21][CH2:22][C:23]2[CH:24]=[CH:25][CH:26]=[CH:27][CH:28]=2)([CH2:14][CH:15]([CH3:18])[CH:16]=[O:17])[CH2:12][CH2:13]1)=[O:7])([CH3:2])([CH3:3])[CH3:4]. (3) Given the reactants [O:1]=[C:2]1[C:6]2[CH:7]=[CH:8][C:9](C(C)C=O)=[CH:10][C:5]=2[CH2:4][O:3]1.N1(C(=O)CC2C=CC(N3C=NN=N3)=CC=2)CCNCC1.C(O[BH-](OC(=O)C)OC(=O)C)(=O)C.[Na+], predict the reaction product. The product is: [C:2]1(=[O:1])[C:6]2[CH:7]=[CH:8][CH:9]=[CH:10][C:5]=2[CH2:4][O:3]1.